This data is from Forward reaction prediction with 1.9M reactions from USPTO patents (1976-2016). The task is: Predict the product of the given reaction. (1) Given the reactants [NH2:1][C:2]1[CH:3]=[CH:4][C:5]([C:8]2[S:12][C:11]([NH:13][C:14](=[O:16])[CH3:15])=[N:10][C:9]=2[CH3:17])=[N:6][CH:7]=1.[CH3:18][O:19][C:20]1[CH:25]=[CH:24][C:23]([S:26](Cl)(=[O:28])=[O:27])=[CH:22][CH:21]=1, predict the reaction product. The product is: [CH3:18][O:19][C:20]1[CH:21]=[CH:22][C:23]([S:26]([NH:1][C:2]2[CH:3]=[CH:4][C:5]([C:8]3[S:12][C:11]([NH:13][C:14](=[O:16])[CH3:15])=[N:10][C:9]=3[CH3:17])=[N:6][CH:7]=2)(=[O:28])=[O:27])=[CH:24][CH:25]=1. (2) Given the reactants [CH3:1][O:2][C:3]([C:5]1[CH:13]=[C:12]2[C:8]([C:9]([CH:15]3[CH2:20][CH2:19][CH2:18][CH2:17][CH2:16]3)=[C:10](Br)[NH:11]2)=[CH:7][CH:6]=1)=[O:4].N1C2C(=CC=C(C(OC)=O)C=2)C=C1.[CH3:34][O:35][C:36]1[CH:41]=[CH:40][C:39](B(O)O)=[C:38]([CH2:45][O:46][Si:47]([CH:54]([CH3:56])[CH3:55])([CH:51]([CH3:53])[CH3:52])[CH:48]([CH3:50])[CH3:49])[CH:37]=1.C([O-])([O-])=O.[Na+].[Na+], predict the reaction product. The product is: [CH:15]1([C:9]2[C:8]3[C:12](=[CH:13][C:5]([C:3]([O:2][CH3:1])=[O:4])=[CH:6][CH:7]=3)[NH:11][C:10]=2[C:39]2[CH:40]=[CH:41][C:36]([O:35][CH3:34])=[CH:37][C:38]=2[CH2:45][O:46][Si:47]([CH:48]([CH3:50])[CH3:49])([CH:54]([CH3:56])[CH3:55])[CH:51]([CH3:53])[CH3:52])[CH2:20][CH2:19][CH2:18][CH2:17][CH2:16]1. (3) The product is: [ClH:68].[ClH:68].[S:1]1[CH:5]=[CH:4][C:3]2[C:6]([N:10]3[CH2:11][CH2:12][N:13]([CH2:16][CH2:17][CH2:18][O:19][C:20]4[CH:29]=[C:28]5[C:23]([CH2:24][CH2:25][N:26]([CH2:31][CH3:32])[C:27]5=[O:30])=[CH:22][CH:21]=4)[CH2:14][CH2:15]3)=[CH:7][CH:8]=[CH:9][C:2]1=2. Given the reactants [S:1]1[CH:5]=[CH:4][C:3]2[C:6]([N:10]3[CH2:15][CH2:14][N:13]([CH2:16][CH2:17][CH2:18][O:19][C:20]4[CH:29]=[C:28]5[C:23]([CH2:24][CH2:25][N:26]([CH2:31][CH3:32])[C:27]5=[O:30])=[CH:22][CH:21]=4)[CH2:12][CH2:11]3)=[CH:7][CH:8]=[CH:9][C:2]1=2.S1C=CC2C(N3CCN(CCCOC4C=C5C(CCNC5=O)=CC=4)CC3)=CC=CC1=2.C(I)C.CO.[ClH:68], predict the reaction product. (4) Given the reactants Br[C:2]1[CH:3]=[C:4]([CH2:9][NH:10][C:11](=[O:39])[CH2:12][CH2:13][CH2:14][C:15]([NH:17][CH2:18][C:19]2[C:20]([NH:32][CH:33]3[CH2:38][CH2:37][O:36][CH2:35][CH2:34]3)=[C:21]3[CH:29]=[N:28][N:27]([CH2:30][CH3:31])[C:22]3=[N:23][C:24]=2[CH2:25][CH3:26])=[O:16])[CH:5]=[CH:6][C:7]=1[F:8].[CH:40]([C:42]1[CH:43]=[C:44](B(O)O)[CH:45]=[CH:46][CH:47]=1)=[O:41].C([O-])([O-])=O.[Na+].[Na+].N#N, predict the reaction product. The product is: [CH2:30]([N:27]1[C:22]2=[N:23][C:24]([CH2:25][CH3:26])=[C:19]([CH2:18][NH:17][C:15](=[O:16])[CH2:14][CH2:13][CH2:12][C:11]([NH:10][CH2:9][C:4]3[CH:3]=[C:2]([C:46]4[CH:45]=[CH:44][CH:43]=[C:42]([CH:40]=[O:41])[CH:47]=4)[C:7]([F:8])=[CH:6][CH:5]=3)=[O:39])[C:20]([NH:32][CH:33]3[CH2:38][CH2:37][O:36][CH2:35][CH2:34]3)=[C:21]2[CH:29]=[N:28]1)[CH3:31]. (5) Given the reactants C[Mg+].[Br-].[NH:4]1[C:12]2[C:7](=[CH:8][CH:9]=[CH:10][CH:11]=2)[CH:6]=[CH:5]1.[Cl:13][C:14]1[N:19]=[C:18](Cl)[C:17]([CH3:21])=[CH:16][N:15]=1.C(O)(=O)C, predict the reaction product. The product is: [Cl:13][C:14]1[N:19]=[C:18]([C:6]2[C:7]3[C:12](=[CH:11][CH:10]=[CH:9][CH:8]=3)[NH:4][CH:5]=2)[C:17]([CH3:21])=[CH:16][N:15]=1. (6) Given the reactants C([O:5][C:6](=[O:23])[C@@H:7]([NH:12][C:13](=[O:22])[C:14]1[CH:19]=[CH:18][CH:17]=[CH:16][C:15]=1[O:20][CH3:21])[CH:8]([CH3:11])[CH2:9][CH3:10])(C)(C)C, predict the reaction product. The product is: [CH3:21][O:20][C:15]1[CH:16]=[CH:17][CH:18]=[CH:19][C:14]=1[C:13]([NH:12][C@@H:7]([CH:8]([CH3:11])[CH2:9][CH3:10])[C:6]([OH:23])=[O:5])=[O:22]. (7) Given the reactants N1CCC[C@H]1C(O)=O.[H-].[Na+].[F:11][C:12]1[CH:17]=[CH:16][C:15]([C:18]2[CH:23]=[CH:22][N:21]=[CH:20][C:19]=2[N:24]([CH3:38])[C:25](=[O:37])[C:26]2[CH:31]=[C:30]([S:32]([CH3:35])(=[O:34])=[O:33])[CH:29]=[C:28](I)[CH:27]=2)=[C:14]([O:39][CH3:40])[CH:13]=1.CS([O-])(=O)=O.[Na+].[NH4+].[Cl-:48], predict the reaction product. The product is: [Cl:48][C:28]1[CH:27]=[C:26]([CH:31]=[C:30]([S:32]([CH3:35])(=[O:34])=[O:33])[CH:29]=1)[C:25]([N:24]([C:19]1[CH:20]=[N:21][CH:22]=[CH:23][C:18]=1[C:15]1[CH:16]=[CH:17][C:12]([F:11])=[CH:13][C:14]=1[O:39][CH3:40])[CH3:38])=[O:37]. (8) Given the reactants [F:1][C:2]([F:29])([F:28])[C:3]1[CH:4]=[C:5]([CH:21]=[C:22]([C:24]([F:27])([F:26])[F:25])[CH:23]=1)[CH2:6][N:7]1[C:11]([C:12]2[CH:17]=[CH:16][N:15]=[CH:14][CH:13]=2)=[C:10]([C:18]([OH:20])=O)[N:9]=[N:8]1.C(Cl)(=O)C(Cl)=O.[Cl:36][C:37]1[CH:42]=[CH:41][CH:40]=[CH:39][C:38]=1[NH:43][CH:44]([CH3:46])[CH3:45], predict the reaction product. The product is: [Cl:36][C:37]1[CH:42]=[CH:41][CH:40]=[CH:39][C:38]=1[N:43]([CH:44]([CH3:46])[CH3:45])[C:18]([C:10]1[N:9]=[N:8][N:7]([CH2:6][C:5]2[CH:4]=[C:3]([C:2]([F:28])([F:1])[F:29])[CH:23]=[C:22]([C:24]([F:25])([F:26])[F:27])[CH:21]=2)[C:11]=1[C:12]1[CH:13]=[CH:14][N:15]=[CH:16][CH:17]=1)=[O:20]. (9) Given the reactants [H-].[H-].[H-].[H-].[Li+].[Al+3].[CH3:7][C:8]1[CH:13]=[CH:12][C:11]([CH3:14])=[CH:10][C:9]=1[C:15]1[CH:25]=[C:24]([C:26](OCC)=[O:27])[CH:23]=[CH:22][C:16]=1[C:17](OCC)=[O:18].S(=O)(=O)(O)O, predict the reaction product. The product is: [OH:18][CH2:17][C:16]1[CH:22]=[CH:23][C:24]([CH2:26][OH:27])=[CH:25][C:15]=1[C:9]1[CH:10]=[C:11]([CH3:14])[CH:12]=[CH:13][C:8]=1[CH3:7].